This data is from Catalyst prediction with 721,799 reactions and 888 catalyst types from USPTO. The task is: Predict which catalyst facilitates the given reaction. (1) Product: [CH:16]1([CH2:15][O:14][C:12]2[C:11]([C:19]([F:20])([F:21])[F:22])=[CH:10][C:9]3[NH:23][C:24](=[O:43])[CH2:25][C:26]([C:28]4[CH:33]=[CH:32][CH:31]=[C:30]([C:34]5[CH:35]=[N:36][C:37]([CH:40]6[CH2:41][CH2:42]6)=[CH:38][CH:39]=5)[CH:29]=4)=[N:7][C:8]=3[CH:13]=2)[CH2:17][CH2:18]1. The catalyst class is: 2. Reactant: C(OC(=O)[NH:7][C:8]1[CH:13]=[C:12]([O:14][CH2:15][CH:16]2[CH2:18][CH2:17]2)[C:11]([C:19]([F:22])([F:21])[F:20])=[CH:10][C:9]=1[NH:23][C:24](=[O:43])[CH2:25][C:26]([C:28]1[CH:33]=[CH:32][CH:31]=[C:30]([C:34]2[CH:35]=[N:36][C:37]([CH:40]3[CH2:42][CH2:41]3)=[CH:38][CH:39]=2)[CH:29]=1)=O)(C)(C)C.C(O)(C(F)(F)F)=O. (2) Reactant: [Cl:1]C(OC(Cl)=O)C.C([N:15]1[CH2:20][CH2:19][C:18]([C:22]2[CH:27]=[CH:26][C:25]([Br:28])=[CH:24][CH:23]=2)([OH:21])[CH:17]([CH3:29])[CH2:16]1)C1C=CC=CC=1.C(=O)(O)[O-].[K+]. Product: [ClH:1].[Br:28][C:25]1[CH:26]=[CH:27][C:22]([C:18]2([OH:21])[CH2:19][CH2:20][NH:15][CH2:16][CH:17]2[CH3:29])=[CH:23][CH:24]=1. The catalyst class is: 2. (3) Reactant: [C:1]([C:3]1[CH:8]=[CH:7][C:6]([C:9]2[N:10]=[C:11]([CH:14]([CH2:18][C:19]3[CH:24]=[CH:23][CH:22]=[CH:21][CH:20]=3)[C:15]([OH:17])=O)[NH:12][CH:13]=2)=[CH:5][CH:4]=1)#[N:2].C(N(CC)CC)C.CN([P+](ON1N=NC2C=CC=CC1=2)(N(C)C)N(C)C)C.F[P-](F)(F)(F)(F)F.[NH2:59][C:60]1[CH:68]=[CH:67][C:63]([C:64]([NH2:66])=[O:65])=[CH:62][CH:61]=1. Product: [C:1]([C:3]1[CH:4]=[CH:5][C:6]([C:9]2[N:10]=[C:11]([CH:14]([CH2:18][C:19]3[CH:24]=[CH:23][CH:22]=[CH:21][CH:20]=3)[C:15]([NH:59][C:60]3[CH:68]=[CH:67][C:63]([C:64]([NH2:66])=[O:65])=[CH:62][CH:61]=3)=[O:17])[NH:12][CH:13]=2)=[CH:7][CH:8]=1)#[N:2]. The catalyst class is: 1. (4) Reactant: Cl[C:2]1C=C(C=C[CH:11]=1)C(OO)=O.C(S[C:15]1[CH:20]=[C:19]([C:21]([F:24])([F:23])[F:22])[CH:18]=[CH:17][C:16]=1[C:25]1[N:26]=[C:27]2[CH:32]=[CH:31][C:30]([C:33]([F:36])([F:35])[F:34])=[CH:29][N:28]2[CH:37]=1)C.[S:38]([O-:42])([O-])(=[O:40])=S.[Na+].[Na+]. Product: [CH2:2]([S:38]([C:17]1[CH:18]=[C:19]([C:21]([F:24])([F:23])[F:22])[CH:20]=[CH:15][C:16]=1[C:25]1[N:26]=[C:27]2[CH:32]=[CH:31][C:30]([C:33]([F:35])([F:36])[F:34])=[CH:29][N:28]2[CH:37]=1)(=[O:42])=[O:40])[CH3:11]. The catalyst class is: 22. (5) Reactant: [Br:1][C:2]1[CH:3]=[C:4]([CH:8]=[CH:9][C:10]=1[OH:11])[C:5]([OH:7])=[O:6].C(=O)([O-])[O-].[K+].[K+].[CH2:18](Br)[C:19]1[CH:24]=[CH:23][CH:22]=[CH:21][CH:20]=1. Product: [CH2:18]([O:11][C:10]1[CH:9]=[CH:8][C:4]([C:5]([O:7][CH2:5][C:4]2[CH:8]=[CH:9][CH:10]=[CH:2][CH:3]=2)=[O:6])=[CH:3][C:2]=1[Br:1])[C:19]1[CH:24]=[CH:23][CH:22]=[CH:21][CH:20]=1. The catalyst class is: 3. (6) Reactant: [CH2:1]([O:3][C:4]([C:6]1[CH:7]=[C:8]2[C:16](=[CH:17][CH:18]=1)[NH:15][C:14]1C(=O)[NH:12][CH2:11][CH2:10][C:9]2=1)=[O:5])C.[OH-].[Li+].Cl. Product: [CH3:1][O:3][C:4]([C:6]1[CH:7]=[C:8]2[C:16](=[CH:17][CH:18]=1)[NH:15][CH:14]=[C:9]2[CH2:10][C:11]#[N:12])=[O:5]. The catalyst class is: 72. (7) Reactant: C(O)(C(F)(F)F)=O.[NH2:8][C@H:9]([CH3:14])[C:10]([CH3:13])([OH:12])[CH3:11].[F:15][C:16]1[CH:17]=[C:18]([CH:30]=[CH:31][CH:32]=1)[CH2:19][O:20][C:21]1[CH:29]=[CH:28][C:24]([C:25](O)=[O:26])=[CH:23][N:22]=1.CN(C(ON1N=NC2C=CC=NC1=2)=[N+](C)C)C.F[P-](F)(F)(F)(F)F.C(N(CC)C(C)C)(C)C. Product: [F:15][C:16]1[CH:17]=[C:18]([CH:30]=[CH:31][CH:32]=1)[CH2:19][O:20][C:21]1[CH:29]=[CH:28][C:24]([C:25]([NH:8][C@@H:9]([C:10]([OH:12])([CH3:13])[CH3:11])[CH3:14])=[O:26])=[CH:23][N:22]=1. The catalyst class is: 3. (8) Reactant: [Cl:1][C:2]1[CH:7]=[CH:6][C:5]([OH:8])=[CH:4][N:3]=1.[H-].[Na+].[CH3:11][O:12][CH2:13]Cl. Product: [Cl:1][C:2]1[CH:7]=[CH:6][C:5]([O:8][CH2:11][O:12][CH3:13])=[CH:4][N:3]=1. The catalyst class is: 3. (9) Reactant: [Br:1][C:2]1[CH:14]=[CH:13][C:5](/[CH:6]=[CH:7]/[C:8](OCC)=[O:9])=[CH:4][CH:3]=1.[H-].C([Al+]CC(C)C)C(C)C.Cl. Product: [Br:1][C:2]1[CH:3]=[CH:4][C:5]([CH:6]=[CH:7][CH2:8][OH:9])=[CH:13][CH:14]=1. The catalyst class is: 4. (10) Reactant: [NH2:1][C:2]1[C:6]([C:7]#[N:8])=[C:5]([NH:9][C:10]2[CH:15]=[CH:14][CH:13]=[CH:12][CH:11]=2)[N:4]([CH2:16][C:17]2[CH:22]=[CH:21][C:20]([O:23][CH3:24])=[CH:19][CH:18]=2)[N:3]=1.C(=O)([O-])[O-:26].[K+].[K+].OO. Product: [NH2:1][C:2]1[C:6]([C:7]([NH2:8])=[O:26])=[C:5]([NH:9][C:10]2[CH:11]=[CH:12][CH:13]=[CH:14][CH:15]=2)[N:4]([CH2:16][C:17]2[CH:18]=[CH:19][C:20]([O:23][CH3:24])=[CH:21][CH:22]=2)[N:3]=1. The catalyst class is: 16.